From a dataset of Experimentally validated miRNA-target interactions with 360,000+ pairs, plus equal number of negative samples. Binary Classification. Given a miRNA mature sequence and a target amino acid sequence, predict their likelihood of interaction. (1) The miRNA is mmu-miR-6516-3p with sequence UCAUGUAUGAUACUGCAAACAG. The protein sequence of the target gene is MAASGITSLPALPEDGGAAFPPGHFKDPKRLYCKNGGFFLRIHPDGRVDGVREKSDPHVKLQLQAEERGVVSIKGVCANRYLAMKEDGRLLASKCVTEECFFFERLESNNYNTYRSRKYSSWYVALKRTGQYKLGSKTGPGQKAILFLPMSAKS. Result: 0 (no interaction). (2) The miRNA is hsa-miR-1915-5p with sequence ACCUUGCCUUGCUGCCCGGGCC. The protein sequence of the target gene is MCKGLAALPHSCLERAKEIKIKLGILLQKPDSAVDLVIPYNEKPEKPAKAHKPSLEEVLQWRQSLDKLLQNSYGFASFKSFLKSEFSEENLEFWVACENYKKIKSPIKMAEKAKQIYEEFIQTEAPKEVNIDHFTKDITMKNLVEPSPRSFDLAQKRIYALMEKDSLPRFVRSEFYKELIK. Result: 0 (no interaction). (3) The miRNA is hsa-miR-331-3p with sequence GCCCCUGGGCCUAUCCUAGAA. The protein sequence of the target gene is MGPLEFRDVAIEFSLEEWHCLDTAQQNLYRDVMLENYRHLVFLGIVVTKPDLITCLEQGKKPFTVKRHEMIAKSPVMCFHFAQDLCPEQSLKDSFQKVIVTRYEKREYGNLELKKGCESVDEGKVHKRGYNGLNQCLTATQSKVFQCDTYVKVSHIFSNSNRHKIRDTGKKPFKCIECGKAFNQSSTLATHKKIHTGEITCKCEECGKAFNRSSHLTSHKRIHTGEKRYKCEDCGKELKYSSTLTAHKRIHTGEKRYKCEDCGKELKYSSTLTAHKRIHTGEKPYKCDKCGRAFISSSIL.... Result: 0 (no interaction). (4) The miRNA is hsa-miR-4752 with sequence UUGUGGAUCUCAAGGAUGUGCU. The protein sequence of the target gene is MESRGKSASSPKPDTKVPQATAEAKATPAADGKAPLTKPVKKDTQAEKQEQAAAPGPAATKKTPAKADPVLLNNHSNLKPAPTVPAAPSSPDATSEPKGPGDGAEEDESNTGGRGPWPCENLTPLLVAGGVAVATIALILGVAFLARKK. Result: 0 (no interaction). (5) The miRNA is hsa-miR-6738-3p with sequence CUUCUGCCUGCAUUCUACUCCCAG. The protein sequence of the target gene is MELWAPQRLPQTRGKATAPSKDPDRGFRRDGHHRPVPHSWHNGERFHQWQDNRGSPQPQQEPRADHQQQPHYASRPGDWHQPVSGVDYYEGGYRNQLYSRPGYENSYQSYQSPTMREEYAYGSYYYHGHPQWLQEERVPRQRSPYIWHEDYREQKYLDEHHYENQHSPFGTNSETHFQSNSRNPCKDSPASNSGQEWPGELFPGSLLAEAQKNKPSLASESNLLQQRESGLSSSSYELSQYIRDAPERDDPPASAAWSPVQADVSSAGPKAPMKFYIPHVPVSFGPGGQLVHVGPSSPTD.... Result: 0 (no interaction). (6) The miRNA is mmu-miR-497a-5p with sequence CAGCAGCACACUGUGGUUUGUA. The protein sequence of the target gene is MGARASQEPRTRVRAGLRVLLPVLLLALLLLALVAPGAQGARGRGAADKNSHRRATSSFSQSVSSLFGEDNVRAAQKLLSRLTERFVQGVDMFLETLWKVWMELLEVLGLDVSNLSQYFSPASVSNSPTRALVLVGVVLLAYWFLSLTLGFTFSLLHLVFGRFFWLVRVILFSMSCVYILHKYEGEPEHAVLPLCVVVAIYFMTGPMGYWRGSPGGLCSPSVEEKLEHLENQVRLLNIRLNRVLENLDRSKDK. Result: 1 (interaction).